This data is from TCR-epitope binding with 47,182 pairs between 192 epitopes and 23,139 TCRs. The task is: Binary Classification. Given a T-cell receptor sequence (or CDR3 region) and an epitope sequence, predict whether binding occurs between them. (1) The epitope is QVPLRPMTYK. The TCR CDR3 sequence is CASRQQGFVFEAKNIQYF. Result: 1 (the TCR binds to the epitope). (2) The epitope is RQLLFVVEV. The TCR CDR3 sequence is CSVEDLDRTYEQYF. Result: 1 (the TCR binds to the epitope). (3) The epitope is GTSGSPIIDK. The TCR CDR3 sequence is CASSGPRDGRGNEKLFF. Result: 1 (the TCR binds to the epitope). (4) The epitope is SFHSLHLLF. The TCR CDR3 sequence is CSARDGRAASRDQPQHF. Result: 1 (the TCR binds to the epitope). (5) Result: 1 (the TCR binds to the epitope). The epitope is KLPDDFTGCV. The TCR CDR3 sequence is CASSESQAIWGTQYF.